This data is from Reaction yield outcomes from USPTO patents with 853,638 reactions. The task is: Predict the reaction yield, written as a fraction of the theoretical maximum amount of product (1.0 means a 100% yield; for example, 0.34 means a 34% yield). (1) The reactants are [NH2:1][C:2]1[CH:7]=[CH:6][C:5]([NH2:8])=[CH:4][CH:3]=1.[CH2:9]([N:11]=[C:12]=[O:13])[CH3:10].C(=O)([O-])[O-].[K+].[K+]. The catalyst is C1COCC1. The product is [CH2:9]([NH:11][C:12]([NH:1][C:2]1[CH:7]=[CH:6][C:5]([NH2:8])=[CH:4][CH:3]=1)=[O:13])[CH3:10]. The yield is 0.620. (2) The product is [CH:18]1([N:7]([CH:1]2[CH2:6][CH2:5][CH2:4][CH2:3][CH2:2]2)[C:8]([NH:10][C:11]2[S:12][C:13]([CH2:16][N:27]3[CH2:28][CH2:29][N:24]([C:30](=[O:33])[CH2:31][CH3:32])[CH2:25][CH2:26]3)=[CH:14][N:15]=2)=[O:9])[CH2:19][CH2:20][CH2:21][CH2:22][CH2:23]1. The reactants are [CH:1]1([N:7]([CH:18]2[CH2:23][CH2:22][CH2:21][CH2:20][CH2:19]2)[C:8]([NH:10][C:11]2[S:12][C:13]([CH:16]=O)=[CH:14][N:15]=2)=[O:9])[CH2:6][CH2:5][CH2:4][CH2:3][CH2:2]1.[N:24]1([C:30](=[O:33])[CH2:31][CH3:32])[CH2:29][CH2:28][NH:27][CH2:26][CH2:25]1.C(O[BH-](OC(=O)C)OC(=O)C)(=O)C.[Na+]. The catalyst is C(O)(=O)C. The yield is 0.150.